Dataset: Catalyst prediction with 721,799 reactions and 888 catalyst types from USPTO. Task: Predict which catalyst facilitates the given reaction. (1) Reactant: [CH3:1][CH:2]([CH3:11])[C:3]([C:5]1[CH:10]=[CH:9][CH:8]=[CH:7][CH:6]=1)=O.[C-]#[N:13].[K+].[C:15](=[O:18])([O-])[O-].[NH4+].[NH4+].[C:21]([NH2:24])(=[O:23])C.Cl. Product: [CH:2]([C:3]1([C:5]2[CH:10]=[CH:9][CH:8]=[CH:7][CH:6]=2)[NH:24][C:21](=[O:23])[NH:13][C:15]1=[O:18])([CH3:11])[CH3:1]. The catalyst class is: 6. (2) Reactant: [CH2:1]([O:3][C:4]1[CH:5]=[C:6]([CH:9]=[C:10]([O:12][CH2:13][C:14]2[N:15]=[C:16]([C:20]3[CH:25]=[CH:24][CH:23]=[CH:22][CH:21]=3)[O:17][C:18]=2[CH3:19])[CH:11]=1)[CH2:7]O)[CH3:2].S(Cl)([Cl:28])=O.C(OCC)(=O)C. Product: [Cl:28][CH2:7][C:6]1[CH:9]=[C:10]([CH:11]=[C:4]([O:3][CH2:1][CH3:2])[CH:5]=1)[O:12][CH2:13][C:14]1[N:15]=[C:16]([C:20]2[CH:25]=[CH:24][CH:23]=[CH:22][CH:21]=2)[O:17][C:18]=1[CH3:19]. The catalyst class is: 11. (3) Reactant: C(OC([NH:8][CH2:9][CH2:10][CH2:11][CH:12]([CH2:18][C:19]1[N:20]=[CH:21][N:22]([CH:24]2[CH2:29][CH2:28][CH2:27][C:26]([CH3:31])([CH3:30])[CH2:25]2)[CH:23]=1)[C:13]([O:15]CC)=[O:14])=O)(C)(C)C. Product: [NH2:8][CH2:9][CH2:10][CH2:11][CH:12]([CH2:18][C:19]1[N:20]=[CH:21][N:22]([CH:24]2[CH2:29][CH2:28][CH2:27][C:26]([CH3:31])([CH3:30])[CH2:25]2)[CH:23]=1)[C:13]([OH:15])=[O:14]. The catalyst class is: 33. (4) Reactant: [CH3:1][O:2][C:3]1[C:4]([CH3:13])=[C:5]([CH:10]=[CH:11][CH:12]=1)[C:6]([NH:8][NH2:9])=[O:7].[CH:14]1([CH:20]=O)[CH2:19][CH2:18][CH2:17][CH2:16][CH2:15]1.C(O)(=O)C. Product: [CH:14]1([CH:20]=[N:9][NH:8][C:6](=[O:7])[C:5]2[CH:10]=[CH:11][CH:12]=[C:3]([O:2][CH3:1])[C:4]=2[CH3:13])[CH2:19][CH2:18][CH2:17][CH2:16][CH2:15]1. The catalyst class is: 8. (5) Reactant: [CH:1]1([CH2:7][CH2:8][CH2:9][C@@H:10]([C:19]2[O:23][N:22]=[C:21]([C:24]([N:26]([CH2:28][CH2:29][CH2:30][N:31]([CH3:33])[CH3:32])[CH3:27])=[O:25])[N:20]=2)[CH2:11][C:12]([O:14]C(C)(C)C)=[O:13])[CH2:6][CH2:5][CH2:4][CH2:3][CH2:2]1.FC(F)(F)C(O)=O. Product: [CH:1]1([CH2:7][CH2:8][CH2:9][C@@H:10]([C:19]2[O:23][N:22]=[C:21]([C:24]([N:26]([CH2:28][CH2:29][CH2:30][N:31]([CH3:33])[CH3:32])[CH3:27])=[O:25])[N:20]=2)[CH2:11][C:12]([OH:14])=[O:13])[CH2:2][CH2:3][CH2:4][CH2:5][CH2:6]1. The catalyst class is: 4. (6) Reactant: [NH2:1][CH:2]([CH2:12][C:13]1[CH:18]=[CH:17][CH:16]=[C:15]([O:19][C:20]2[CH:25]=[CH:24][CH:23]=[CH:22][CH:21]=2)[CH:14]=1)[CH:3]([C:5]1[CH:10]=[CH:9][C:8]([F:11])=[CH:7][CH:6]=1)[OH:4].[C:26]1([CH2:32][CH2:33][C:34](Cl)=[O:35])[CH:31]=[CH:30][CH:29]=[CH:28][CH:27]=1.C(=O)([O-])O.[Na+]. Product: [F:11][C:8]1[CH:7]=[CH:6][C:5]([CH:3]([OH:4])[CH:2]([NH:1][C:34](=[O:35])[CH2:33][CH2:32][C:26]2[CH:31]=[CH:30][CH:29]=[CH:28][CH:27]=2)[CH2:12][C:13]2[CH:18]=[CH:17][CH:16]=[C:15]([O:19][C:20]3[CH:25]=[CH:24][CH:23]=[CH:22][CH:21]=3)[CH:14]=2)=[CH:10][CH:9]=1. The catalyst class is: 84.